Dataset: Acute oral toxicity (LD50) regression data from Zhu et al.. Task: Regression/Classification. Given a drug SMILES string, predict its toxicity properties. Task type varies by dataset: regression for continuous values (e.g., LD50, hERG inhibition percentage) or binary classification for toxic/non-toxic outcomes (e.g., AMES mutagenicity, cardiotoxicity, hepatotoxicity). Dataset: ld50_zhu. The drug is O=[N+]([O-])c1cc(C2CCCCC2)c(O)c([N+](=O)[O-])c1. The rat oral LD50 is 3.61, given as -log10 of the dose in mol/kg body weight (higher means more acutely toxic).